From a dataset of Full USPTO retrosynthesis dataset with 1.9M reactions from patents (1976-2016). Predict the reactants needed to synthesize the given product. (1) Given the product [Br:1][C:2]1[CH:9]=[CH:8][C:5]([CH:6]([OH:7])[CH3:11])=[CH:4][C:3]=1[F:10], predict the reactants needed to synthesize it. The reactants are: [Br:1][C:2]1[CH:9]=[CH:8][C:5]([CH:6]=[O:7])=[CH:4][C:3]=1[F:10].[CH3:11][Mg]Br. (2) The reactants are: [C:1]([NH:5][S:6]([C:9]1[CH:14]=[CH:13][CH:12]=[C:11]([C:15]2[N:23]3[C:18]([CH:19]=[N:20][C:21](SC)=[N:22]3)=[CH:17][CH:16]=2)[CH:10]=1)(=[O:8])=[O:7])([CH3:4])([CH3:3])[CH3:2].[CH2:26]1[N:31]([C:32]2[CH:37]=[CH:36][C:35]([NH2:38])=[CH:34][CH:33]=2)[CH2:30][CH2:29][O:28][CH2:27]1.C(N(CC)C(C)C)(C)C.COCC(O)C. Given the product [C:1]([NH:5][S:6]([C:9]1[CH:14]=[CH:13][CH:12]=[C:11]([C:15]2[N:23]3[C:18]([CH:19]=[N:20][C:21]([NH:38][C:35]4[CH:34]=[CH:33][C:32]([N:31]5[CH2:26][CH2:27][O:28][CH2:29][CH2:30]5)=[CH:37][CH:36]=4)=[N:22]3)=[CH:17][CH:16]=2)[CH:10]=1)(=[O:8])=[O:7])([CH3:4])([CH3:3])[CH3:2], predict the reactants needed to synthesize it.